This data is from Forward reaction prediction with 1.9M reactions from USPTO patents (1976-2016). The task is: Predict the product of the given reaction. (1) Given the reactants [CH:1]1([CH2:6][C:7]([NH:9][C:10]2[CH:15]=[CH:14][C:13]([NH:16][C:17]([N:19]3[CH2:27][C:26]4[C:21](=[CH:22][CH:23]=[C:24]([C:28](O)=[O:29])[CH:25]=4)[CH2:20]3)=[O:18])=[CH:12][CH:11]=2)=[O:8])[CH2:5][CH2:4][CH2:3][CH2:2]1.B.CO, predict the reaction product. The product is: [CH:1]1([CH2:6][C:7]([NH:9][C:10]2[CH:11]=[CH:12][C:13]([NH:16][C:17]([N:19]3[CH2:27][C:26]4[C:21](=[CH:22][CH:23]=[C:24]([CH2:28][OH:29])[CH:25]=4)[CH2:20]3)=[O:18])=[CH:14][CH:15]=2)=[O:8])[CH2:5][CH2:4][CH2:3][CH2:2]1. (2) Given the reactants [CH2:1]([O:8][C:9]([N:11]1[CH2:15][CH2:14][C@@H:13]([NH:16][C:17]([O:19][CH2:20][C:21]2[CH:26]=[CH:25][CH:24]=[CH:23][CH:22]=2)=[O:18])[C@H:12]1[CH2:27][N:28]=[N+]=[N-])=[O:10])[C:2]1[CH:7]=[CH:6][CH:5]=[CH:4][CH:3]=1.C1(P(C2C=CC=CC=2)C2C=CC=CC=2)C=CC=CC=1.O.[C:51]([O:55][C:56](O[C:56]([O:55][C:51]([CH3:54])([CH3:53])[CH3:52])=[O:57])=[O:57])([CH3:54])([CH3:53])[CH3:52], predict the reaction product. The product is: [CH2:1]([O:8][C:9]([N:11]1[CH2:15][CH2:14][C@@H:13]([NH:16][C:17]([O:19][CH2:20][C:21]2[CH:26]=[CH:25][CH:24]=[CH:23][CH:22]=2)=[O:18])[C@H:12]1[CH2:27][NH:28][C:56]([O:55][C:51]([CH3:54])([CH3:53])[CH3:52])=[O:57])=[O:10])[C:2]1[CH:7]=[CH:6][CH:5]=[CH:4][CH:3]=1. (3) The product is: [CH3:23][C:20]1[CH:21]=[CH:22][C:17]([C:15](=[O:16])[CH2:14][N:3]2[C:4]3[CH2:9][CH2:8][CH2:7][CH2:6][C:5]=3[S:1][C:2]2=[O:10])=[CH:18][CH:19]=1. Given the reactants [S:1]1[C:5]2[CH2:6][CH2:7][CH2:8][CH2:9][C:4]=2[NH:3][C:2]1=[O:10].[H-].[Na+].Br[CH2:14][C:15]([C:17]1[CH:22]=[CH:21][C:20]([CH3:23])=[CH:19][CH:18]=1)=[O:16], predict the reaction product. (4) Given the reactants [Cl:1][C:2]1[CH:3]=[N:4][C:5]2[N:6]([N:8]=[C:9]([C:11]([OH:13])=O)[CH:10]=2)[CH:7]=1.[CH3:14][N:15]1[C:24]2[C:19](=[C:20]([C:25]([F:28])([F:27])[F:26])[CH:21]=[CH:22][CH:23]=2)[CH2:18][CH2:17][NH:16]1, predict the reaction product. The product is: [Cl:1][C:2]1[CH:3]=[N:4][C:5]2[N:6]([N:8]=[C:9]([C:11]([N:16]3[CH2:17][CH2:18][C:19]4[C:24](=[CH:23][CH:22]=[CH:21][C:20]=4[C:25]([F:26])([F:27])[F:28])[N:15]3[CH3:14])=[O:13])[CH:10]=2)[CH:7]=1. (5) Given the reactants [CH3:1][O:2][C:3](=[O:29])/[CH:4]=[CH:5]/[C:6]1[CH:27]=[C:26]2[C:9]([C:10](=[O:28])[CH2:11][C:12]3([O:25]2)[CH2:17][CH2:16][N:15](C(OC(C)(C)C)=O)[CH2:14][CH2:13]3)=[CH:8][CH:7]=1.Cl.COC(=O)/C=C/C1C=C2C(=CC=1)OC1(CCNCC1)CC2=O, predict the reaction product. The product is: [CH3:1][O:2][C:3](=[O:29])/[CH:4]=[CH:5]/[C:6]1[CH:27]=[C:26]2[C:9]([C:10](=[O:28])[CH2:11][C:12]3([O:25]2)[CH2:13][CH2:14][NH:15][CH2:16][CH2:17]3)=[CH:8][CH:7]=1.